Dataset: CYP1A2 inhibition data for predicting drug metabolism from PubChem BioAssay. Task: Regression/Classification. Given a drug SMILES string, predict its absorption, distribution, metabolism, or excretion properties. Task type varies by dataset: regression for continuous measurements (e.g., permeability, clearance, half-life) or binary classification for categorical outcomes (e.g., BBB penetration, CYP inhibition). Dataset: cyp1a2_veith. (1) The drug is Cn1c(=O)[nH]c2ncn(C)c2c1=O. The result is 0 (non-inhibitor). (2) The molecule is CCc1c(O)cc(-c2cccnc2)n(-c2ccccc2)c1=O. The result is 1 (inhibitor). (3) The molecule is CCOC(=O)CSc1n[nH]c(NC(=O)c2cccc(C(F)(F)F)c2)n1. The result is 1 (inhibitor). (4) The drug is COc1cc2c(cc1OC)C1Cc3c(cnc4c(-c5ccsc5)cnn34)C(=O)N1CC2. The result is 1 (inhibitor). (5) The drug is Cc1oc(/C=N/NC(=O)CN(c2ccccc2Br)S(C)(=O)=O)cc1Br. The result is 1 (inhibitor). (6) The molecule is O=C(c1ccncc1)N1CCC2(CCCN(C(c3ccccc3)c3ccccc3)C2)CC1. The result is 1 (inhibitor). (7) The molecule is O=C1Nc2ccc(F)cc2C12Nc1ccccc1-c1nnc(SCc3ccccc3Cl)nc1O2. The result is 1 (inhibitor).